Regression/Classification. Given a drug SMILES string, predict its absorption, distribution, metabolism, or excretion properties. Task type varies by dataset: regression for continuous measurements (e.g., permeability, clearance, half-life) or binary classification for categorical outcomes (e.g., BBB penetration, CYP inhibition). Dataset: cyp2c9_veith. From a dataset of CYP2C9 inhibition data for predicting drug metabolism from PubChem BioAssay. (1) The compound is Cc1ccc(S(=O)(=O)c2c(C)nn(C(C)(C)C)c2OC(=O)c2cccs2)cc1. The result is 1 (inhibitor). (2) The drug is CC(C(=O)NC1CCCC1)N(C(=O)c1ccc(-c2ccccc2)[nH]1)c1ccccc1F. The result is 1 (inhibitor).